This data is from Peptide-MHC class II binding affinity with 134,281 pairs from IEDB. The task is: Regression. Given a peptide amino acid sequence and an MHC pseudo amino acid sequence, predict their binding affinity value. This is MHC class II binding data. (1) The peptide sequence is IFRHWYWQQPYYIVA. The MHC is DRB1_0701 with pseudo-sequence DRB1_0701. The binding affinity (normalized) is 0.725. (2) The peptide sequence is TSQYRIQGKLEYRH. The MHC is DRB1_1101 with pseudo-sequence DRB1_1101. The binding affinity (normalized) is 0.594. (3) The peptide sequence is SGVLLNHFGLVEARY. The MHC is HLA-DQA10301-DQB10302 with pseudo-sequence HLA-DQA10301-DQB10302. The binding affinity (normalized) is 0.232.